Task: Predict the product of the given reaction.. Dataset: Forward reaction prediction with 1.9M reactions from USPTO patents (1976-2016) (1) Given the reactants [CH2:1]([C:9]1[C:10]([C:18]2[CH:23]=[CH:22][C:21]([O:24]C)=[CH:20][CH:19]=2)=[CH:11][N:12]2[C:17]=1[CH:16]=[CH:15][CH:14]=[CH:13]2)[CH2:2][C:3]1[CH:8]=[CH:7][CH:6]=[CH:5][CH:4]=1.Br, predict the reaction product. The product is: [CH2:1]([C:9]1[C:10]([C:18]2[CH:19]=[CH:20][C:21]([OH:24])=[CH:22][CH:23]=2)=[CH:11][N:12]2[C:17]=1[CH:16]=[CH:15][CH:14]=[CH:13]2)[CH2:2][C:3]1[CH:4]=[CH:5][CH:6]=[CH:7][CH:8]=1. (2) Given the reactants [Cl:1][C:2]1[CH:7]=[C:6](C(O)=O)[CH:5]=[C:4]([Cl:11])[N:3]=1.C1(P(N=[N+]=[N-])(C2C=CC=CC=2)=[O:19])C=CC=CC=1.C([N:32]([CH2:36]C)C(C)C)(C)C.[C:38]([OH:42])([CH3:41])([CH3:40])[CH3:39], predict the reaction product. The product is: [Cl:11][C:4]1[CH:5]=[C:6]([NH:32][C:36](=[O:19])[O:42][C:38]([CH3:41])([CH3:40])[CH3:39])[CH:7]=[C:2]([Cl:1])[N:3]=1. (3) Given the reactants [CH2:1]([N:3]1[C:7]2=[N:8][CH:9]=[C:10]([C:12]([F:15])([F:14])[F:13])[CH:11]=[C:6]2[C:5]([CH2:16][NH:17][CH2:18][CH2:19]O)=[CH:4]1)[CH3:2].Cl.[CH3:22][C:23]1[N:24]=[CH:25][N:26]([C:28]2[C:33](=[O:34])[NH:32][C:31]([C:35]([OH:37])=O)=[CH:30][CH:29]=2)[CH:27]=1.CN(C(ON1N=NC2C=CC=NC1=2)=[N+](C)C)C.F[P-](F)(F)(F)(F)F.C(N(CC)CC)C, predict the reaction product. The product is: [CH2:1]([N:3]1[C:7]2=[N:8][CH:9]=[C:10]([C:12]([F:15])([F:13])[F:14])[CH:11]=[C:6]2[C:5]([CH2:16][N:17]2[CH2:18][CH2:19][N:32]3[C:33](=[O:34])[C:28]([N:26]4[CH:27]=[C:23]([CH3:22])[N:24]=[CH:25]4)=[CH:29][CH:30]=[C:31]3[C:35]2=[O:37])=[CH:4]1)[CH3:2]. (4) Given the reactants [F:1][C:2]1[CH:3]=[C:4]2[C:8](=[CH:9][C:10]=1[F:11])[C:7](=O)/[C:6](=[N:13]/O)/[CH2:5]2.[ClH:15], predict the reaction product. The product is: [ClH:15].[F:1][C:2]1[CH:3]=[C:4]2[C:8](=[CH:9][C:10]=1[F:11])[CH2:7][CH:6]([NH2:13])[CH2:5]2. (5) Given the reactants C[O-].[Na+].[C:4]([S:7][CH2:8][CH2:9][CH2:10][C:11]([F:17])([F:16])[C:12]([F:15])([F:14])[F:13])(=O)[CH3:5].BrCC[CH2:21][N:22]1[C:30](=[O:31])[C:29]2[C:24](=[CH:25][CH:26]=[CH:27][CH:28]=2)[C:23]1=[O:32], predict the reaction product. The product is: [F:16][C:11]([F:17])([C:12]([F:15])([F:14])[F:13])[CH2:10][CH2:9][CH2:8][S:7][CH2:4][CH2:5][CH2:21][N:22]1[C:30](=[O:31])[C:29]2[C:24](=[CH:25][CH:26]=[CH:27][CH:28]=2)[C:23]1=[O:32]. (6) Given the reactants C([O:3][C:4](=O)[CH2:5][CH:6]1[S:10][C:9]([C:11]2[NH:12][C:13]3[C:18]([CH:19]=2)=[CH:17][C:16]([O:20][C:21]2[CH:22]=[N:23][C:24]([S:27]([CH3:30])(=[O:29])=[O:28])=[CH:25][CH:26]=2)=[CH:15][C:14]=3[O:31][CH:32]2[CH2:37][CH2:36][O:35][CH2:34][CH2:33]2)=[N:8][CH2:7]1)C.[BH4-].[Li+].O, predict the reaction product. The product is: [CH3:30][S:27]([C:24]1[N:23]=[CH:22][C:21]([O:20][C:16]2[CH:17]=[C:18]3[C:13](=[C:14]([O:31][CH:32]4[CH2:37][CH2:36][O:35][CH2:34][CH2:33]4)[CH:15]=2)[NH:12][C:11]([C:9]2[S:10][CH:6]([CH2:5][CH2:4][OH:3])[CH2:7][N:8]=2)=[CH:19]3)=[CH:26][CH:25]=1)(=[O:28])=[O:29]. (7) Given the reactants [Cl:1][C:2]1[CH:3]=[C:4]([N:8]2[C:12]([C:13]3[CH:18]=[CH:17][CH:16]=[C:15]([O:19][CH2:20][CH2:21][O:22][CH3:23])[CH:14]=3)=[CH:11][C:10]([C:24]([O:26]CC)=[O:25])=[N:9]2)[CH:5]=[CH:6][CH:7]=1.ClC1C=C(N2C(C3C=C(F)C=C(Cl)C=3)=CC(C(O)=O)=N2)C=CC=1F.C(#N)C.O, predict the reaction product. The product is: [Cl:1][C:2]1[CH:3]=[C:4]([N:8]2[C:12]([C:13]3[CH:18]=[CH:17][CH:16]=[C:15]([O:19][CH2:20][CH2:21][O:22][CH3:23])[CH:14]=3)=[CH:11][C:10]([C:24]([OH:26])=[O:25])=[N:9]2)[CH:5]=[CH:6][CH:7]=1.